The task is: Predict the reactants needed to synthesize the given product.. This data is from Full USPTO retrosynthesis dataset with 1.9M reactions from patents (1976-2016). (1) Given the product [CH2:55]([O:54][C:52](=[O:53])[CH2:51][O:1][CH2:2][C@@H:3]1[CH2:7][C@H:6]([NH:8][C:9]([C:11]2[C:19]3[C:14](=[CH:15][CH:16]=[CH:17][CH:18]=3)[N:13]([CH:20]([CH3:21])[CH3:22])[N:12]=2)=[O:10])[CH2:5][N:4]1[C:23]([O:25][C:26]([CH3:27])([CH3:29])[CH3:28])=[O:24])[CH3:56], predict the reactants needed to synthesize it. The reactants are: [OH:1][CH2:2][C@@H:3]1[CH2:7][C@H:6]([NH:8][C:9]([C:11]2[C:19]3[C:14](=[CH:15][CH:16]=[CH:17][CH:18]=3)[N:13]([CH:20]([CH3:22])[CH3:21])[N:12]=2)=[O:10])[CH2:5][N:4]1[C:23]([O:25][C:26]([CH3:29])([CH3:28])[CH3:27])=[O:24].[H-].[Na+].C1OCCOCCOCCOCCOCCOC1.Br[CH2:51][C:52]([O:54][CH2:55][CH3:56])=[O:53]. (2) Given the product [Cl:25][C:11]1[CH:12]=[C:13]([NH:16][C:17]2[CH:22]=[CH:21][C:20]([F:23])=[CH:19][C:18]=2[F:24])[CH:14]=[CH:15][C:10]=1[C:8]([C:6]1[CH:7]=[C:2]([NH:1][C:36]([NH:35][C:31]2[CH:32]=[CH:33][CH:34]=[C:29]([C:28]([F:27])([F:38])[F:39])[CH:30]=2)=[O:37])[CH:3]=[CH:4][C:5]=1[CH3:26])=[O:9], predict the reactants needed to synthesize it. The reactants are: [NH2:1][C:2]1[CH:3]=[CH:4][C:5]([CH3:26])=[C:6]([C:8]([C:10]2[CH:15]=[CH:14][C:13]([NH:16][C:17]3[CH:22]=[CH:21][C:20]([F:23])=[CH:19][C:18]=3[F:24])=[CH:12][C:11]=2[Cl:25])=[O:9])[CH:7]=1.[F:27][C:28]([F:39])([F:38])[C:29]1[CH:30]=[C:31]([N:35]=[C:36]=[O:37])[CH:32]=[CH:33][CH:34]=1.